From a dataset of Aqueous solubility values for 9,982 compounds from the AqSolDB database. Regression/Classification. Given a drug SMILES string, predict its absorption, distribution, metabolism, or excretion properties. Task type varies by dataset: regression for continuous measurements (e.g., permeability, clearance, half-life) or binary classification for categorical outcomes (e.g., BBB penetration, CYP inhibition). For this dataset (solubility_aqsoldb), we predict Y. (1) The drug is CC1(C)Nc2cccc3cccc(c23)N1. The Y is -2.93 log mol/L. (2) The molecule is Cc1ccc(S(=O)(=O)NCl)cc1. The Y is -0.360 log mol/L. (3) The compound is C=CC1(C)CCCC(C)(C)O1. The Y is -2.54 log mol/L.